This data is from Reaction yield outcomes from USPTO patents with 853,638 reactions. The task is: Predict the reaction yield, written as a fraction of the theoretical maximum amount of product (1.0 means a 100% yield; for example, 0.34 means a 34% yield). (1) The reactants are [F:1][C:2]1[CH:7]=[CH:6][CH:5]=[C:4]([F:8])[CH:3]=1.[Li]CCCC.[I:14]I. The catalyst is C1COCC1. The product is [F:1][C:2]1[CH:7]=[CH:6][CH:5]=[C:4]([F:8])[C:3]=1[I:14]. The yield is 0.740. (2) The reactants are [CH3:1][CH:2]([N:4]1[C:12](/[CH:13]=[CH:14]/[C@H:15]([OH:24])[CH2:16][C@H:17]([OH:23])[CH2:18][C:19]([O:21]C)=[O:20])=[C:11]([C:25]2[CH:30]=[CH:29][C:28]([F:31])=[CH:27][CH:26]=2)[C:10]2[C:5]1=[CH:6][CH:7]=[CH:8][CH:9]=2)[CH3:3].[OH-].[Na+:33]. The catalyst is C(OCC)(=O)C.O. The product is [CH3:3][CH:2]([N:4]1[C:12](/[CH:13]=[CH:14]/[CH:15]([OH:24])[CH2:16][CH:17]([OH:23])[CH2:18][C:19]([O-:21])=[O:20])=[C:11]([C:25]2[CH:26]=[CH:27][C:28]([F:31])=[CH:29][CH:30]=2)[C:10]2[CH:9]=[CH:8][CH:7]=[CH:6][C:5]1=2)[CH3:1].[Na+:33]. The yield is 0.497. (3) The reactants are Cl.C[O:3][C:4]1[CH:5]=[CH:6][CH:7]=[C:8]2[C:13]=1[CH2:12][NH:11][CH2:10][CH2:9]2.[BrH:14]. No catalyst specified. The product is [BrH:14].[OH:3][C:4]1[CH:5]=[CH:6][CH:7]=[C:8]2[C:13]=1[CH2:12][NH:11][CH2:10][CH2:9]2. The yield is 0.810. (4) The reactants are O=P(Cl)(Cl)[Cl:3].[N+:6]1([O-])[C:15]2[C:10](=[N:11][CH:12]=[CH:13][CH:14]=2)[CH:9]=[CH:8][CH:7]=1. No catalyst specified. The product is [Cl:3][C:9]1[C:10]2[C:15](=[CH:14][CH:13]=[CH:12][N:11]=2)[N:6]=[CH:7][CH:8]=1. The yield is 0.360. (5) The reactants are [F:1][C:2]1[CH:7]=[C:6]([O:8][CH2:9][C:10]2[CH:15]=[CH:14][C:13]([F:16])=[CH:12][CH:11]=2)[CH:5]=[CH:4][C:3]=1[N:17]1C(C)=[CH:20][CH:19]=[C:18]1C.[OH-:24].[K+].Cl.N[OH:28].C[CH:30]([OH:32])C. The catalyst is O. The product is [CH3:30][O:32][C:20](=[O:28])[CH2:19][C:18]([NH:17][C:3]1[CH:4]=[CH:5][C:6]([O:8][CH2:9][C:10]2[CH:15]=[CH:14][C:13]([F:16])=[CH:12][CH:11]=2)=[CH:7][C:2]=1[F:1])=[O:24]. The yield is 0.740. (6) The reactants are C(O[BH-](OC(=O)C)OC(=O)C)(=O)C.[Na+].[C:15]([O:19][C:20]([N:22]1[CH2:27][CH2:26][CH:25]([NH:28][CH2:29][C:30]2[S:34][C:33]([CH3:35])=[N:32][C:31]=2[CH3:36])[CH2:24][CH2:23]1)=[O:21])([CH3:18])([CH3:17])[CH3:16].[CH:37]1([CH:40]=O)[CH2:39][CH2:38]1.C(O)(=O)C.[OH-].[Na+]. The catalyst is ClCCCl. The product is [C:15]([O:19][C:20]([N:22]1[CH2:23][CH2:24][CH:25]([NH:28][CH:29]([CH2:40][CH:37]2[CH2:39][CH2:38]2)[C:30]2[S:34][C:33]([CH3:35])=[N:32][C:31]=2[CH3:36])[CH2:26][CH2:27]1)=[O:21])([CH3:18])([CH3:17])[CH3:16]. The yield is 0.990. (7) The reactants are CNCCO.CC(OC(OC(OC(C)(C)C)=O)=O)(C)C.[OH:21][CH2:22][CH2:23][N:24]([CH3:32])[C:25](=[O:31])[O:26][C:27]([CH3:30])([CH3:29])[CH3:28].N(C(OC(C)C)=O)=NC(OC(C)C)=O.[N+:47]([C:50]1[CH:55]=[CH:54][C:53](O)=[CH:52][CH:51]=1)([O-:49])=[O:48].C1(P(C2C=CC=CC=2)C2C=CC=CC=2)C=CC=CC=1. The catalyst is C(OCC)(=O)C.C1COCC1. The product is [CH3:32][N:24]([CH2:23][CH2:22][O:21][C:53]1[CH:54]=[CH:55][C:50]([N+:47]([O-:49])=[O:48])=[CH:51][CH:52]=1)[C:25](=[O:31])[O:26][C:27]([CH3:28])([CH3:29])[CH3:30]. The yield is 0.390. (8) The reactants are [C:1]([O:5][C:6](=[O:22])[C@@H:7]([N:11]1[CH2:20][C:19]2[C:14](=[CH:15][CH:16]=[CH:17][CH:18]=2)[NH:13][C:12]1=[O:21])[CH:8]([CH3:10])[CH3:9])([CH3:4])([CH3:3])[CH3:2].[Cl:23][C:24]1[CH:25]=[C:26]([CH:29]=[CH:30][CH:31]=1)[CH2:27]Br.[H-].[Na+]. The catalyst is CS(C)=O. The product is [C:1]([O:5][C:6](=[O:22])[C@@H:7]([N:11]1[CH2:20][C:19]2[C:14](=[CH:15][CH:16]=[CH:17][CH:18]=2)[N:13]([CH2:27][C:26]2[CH:29]=[CH:30][CH:31]=[C:24]([Cl:23])[CH:25]=2)[C:12]1=[O:21])[CH:8]([CH3:10])[CH3:9])([CH3:3])([CH3:4])[CH3:2]. The yield is 0.590. (9) The reactants are [Br:1][C:2]1[C:3]([NH2:18])=[C:4]([N+:15]([O-])=O)[C:5]([N:8]2[CH2:13][CH2:12][N:11]([CH3:14])[CH2:10][CH2:9]2)=[N:6][CH:7]=1.[O-]S(S([O-])=O)=O.[Na+].[Na+].O. The catalyst is C(O)C. The product is [Br:1][C:2]1[C:3]([NH2:18])=[C:4]([NH2:15])[C:5]([N:8]2[CH2:9][CH2:10][N:11]([CH3:14])[CH2:12][CH2:13]2)=[N:6][CH:7]=1. The yield is 0.800.